This data is from NCI-60 drug combinations with 297,098 pairs across 59 cell lines. The task is: Regression. Given two drug SMILES strings and cell line genomic features, predict the synergy score measuring deviation from expected non-interaction effect. (1) Drug 1: CC1=C(C=C(C=C1)NC(=O)C2=CC=C(C=C2)CN3CCN(CC3)C)NC4=NC=CC(=N4)C5=CN=CC=C5. Drug 2: CC1C(C(CC(O1)OC2CC(CC3=C2C(=C4C(=C3O)C(=O)C5=CC=CC=C5C4=O)O)(C(=O)C)O)N)O. Cell line: HCT-15. Synergy scores: CSS=41.6, Synergy_ZIP=5.30, Synergy_Bliss=5.90, Synergy_Loewe=-14.0, Synergy_HSA=5.66. (2) Drug 1: C1CC(C1)(C(=O)O)C(=O)O.[NH2-].[NH2-].[Pt+2]. Drug 2: CC1(CCCN1)C2=NC3=C(C=CC=C3N2)C(=O)N. Cell line: UACC62. Synergy scores: CSS=17.4, Synergy_ZIP=9.34, Synergy_Bliss=13.2, Synergy_Loewe=4.23, Synergy_HSA=9.16. (3) Drug 1: CS(=O)(=O)OCCCCOS(=O)(=O)C. Drug 2: COCCOC1=C(C=C2C(=C1)C(=NC=N2)NC3=CC=CC(=C3)C#C)OCCOC.Cl. Cell line: SK-MEL-28. Synergy scores: CSS=2.89, Synergy_ZIP=-1.32, Synergy_Bliss=-0.363, Synergy_Loewe=-1.82, Synergy_HSA=-1.42. (4) Drug 1: C1=CC(=C2C(=C1NCCNCCO)C(=O)C3=C(C=CC(=C3C2=O)O)O)NCCNCCO. Drug 2: C1CC(C1)(C(=O)O)C(=O)O.[NH2-].[NH2-].[Pt+2]. Cell line: OVCAR-5. Synergy scores: CSS=21.9, Synergy_ZIP=-5.25, Synergy_Bliss=-0.630, Synergy_Loewe=-10.5, Synergy_HSA=1.76. (5) Drug 1: C1CN(P(=O)(OC1)NCCCl)CCCl. Drug 2: CC1C(C(CC(O1)OC2CC(CC3=C2C(=C4C(=C3O)C(=O)C5=C(C4=O)C(=CC=C5)OC)O)(C(=O)CO)O)N)O.Cl. Cell line: MDA-MB-435. Synergy scores: CSS=41.7, Synergy_ZIP=-2.71, Synergy_Bliss=-2.79, Synergy_Loewe=-25.1, Synergy_HSA=-0.927. (6) Drug 1: COC1=C2C(=CC3=C1OC=C3)C=CC(=O)O2. Drug 2: C1CCC(C(C1)N)N.C(=O)(C(=O)[O-])[O-].[Pt+4]. Cell line: IGROV1. Synergy scores: CSS=3.42, Synergy_ZIP=-5.98, Synergy_Bliss=-8.24, Synergy_Loewe=-6.93, Synergy_HSA=-6.13.